From a dataset of Full USPTO retrosynthesis dataset with 1.9M reactions from patents (1976-2016). Predict the reactants needed to synthesize the given product. (1) The reactants are: N12CCCN=C1CCCCC2.[N+:12]([CH2:14][C:15]([O:17][CH2:18][CH3:19])=[O:16])#[C-:13].[N+]([C:23](=[CH:25][C:26]1[CH:31]=[CH:30][CH:29]=[CH:28][CH:27]=1)[CH3:24])([O-])=O. Given the product [CH3:24][C:23]1[C:25]([C:26]2[CH:31]=[CH:30][CH:29]=[CH:28][CH:27]=2)=[C:14]([C:15]([O:17][CH2:18][CH3:19])=[O:16])[NH:12][CH:13]=1, predict the reactants needed to synthesize it. (2) Given the product [N:45]([CH2:18][C:10]1[C:11]([CH3:17])=[N:12][C:13]([O:15][CH3:16])=[CH:14][C:9]=1[O:8][CH2:1][C:2]1[CH:7]=[CH:6][CH:5]=[CH:4][CH:3]=1)=[N+:46]=[N-:47], predict the reactants needed to synthesize it. The reactants are: [CH2:1]([O:8][C:9]1[CH:14]=[C:13]([O:15][CH3:16])[N:12]=[C:11]([CH3:17])[C:10]=1[CH2:18]O)[C:2]1[CH:7]=[CH:6][CH:5]=[CH:4][CH:3]=1.C1CCN2C(=NCCC2)CC1.C1C=CC(P([N:45]=[N+:46]=[N-:47])(C2C=CC=CC=2)=O)=CC=1.